Dataset: Full USPTO retrosynthesis dataset with 1.9M reactions from patents (1976-2016). Task: Predict the reactants needed to synthesize the given product. (1) Given the product [OH:44][C:31]1[CH:32]=[C:33]([C:2]2[N:6]([C:7]([O:9][C:10]([CH3:13])([CH3:12])[CH3:11])=[O:8])[C:5]([C:14]([O:16][CH2:17][C:18]3[CH:23]=[CH:22][CH:21]=[CH:20][CH:19]=3)=[O:15])=[CH:4][CH:3]=2)[CH:34]=[C:29]([O:28][C@@H:27]([CH3:45])[CH2:26][O:25][CH3:24])[CH:30]=1, predict the reactants needed to synthesize it. The reactants are: Br[C:2]1[N:6]([C:7]([O:9][C:10]([CH3:13])([CH3:12])[CH3:11])=[O:8])[C:5]([C:14]([O:16][CH2:17][C:18]2[CH:23]=[CH:22][CH:21]=[CH:20][CH:19]=2)=[O:15])=[CH:4][CH:3]=1.[CH3:24][O:25][CH2:26][C@H:27]([CH3:45])[O:28][C:29]1[CH:30]=[C:31]([OH:44])[CH:32]=[C:33](B2OC(C)(C)C(C)(C)O2)[CH:34]=1.C(=O)([O-])[O-].[K+].[K+]. (2) Given the product [NH2:1][C:2]1[C:11]2[N:12]=[C:13]([CH2:25][O:35][N:36]3[C:40](=[O:41])[C:39]4[C:38](=[CH:45][CH:44]=[CH:43][CH:42]=4)[C:37]3=[O:46])[N:14]([CH2:15][CH2:16][NH:17][C:18](=[O:24])[O:19][C:20]([CH3:23])([CH3:22])[CH3:21])[C:10]=2[C:9]2[CH:8]=[CH:7][C:6]([O:27][CH2:28][C:29]3[CH:34]=[CH:33][CH:32]=[CH:31][CH:30]=3)=[CH:5][C:4]=2[N:3]=1, predict the reactants needed to synthesize it. The reactants are: [NH2:1][C:2]1[C:11]2[N:12]=[C:13]([CH2:25]Cl)[N:14]([CH2:15][CH2:16][NH:17][C:18](=[O:24])[O:19][C:20]([CH3:23])([CH3:22])[CH3:21])[C:10]=2[C:9]2[CH:8]=[CH:7][C:6]([O:27][CH2:28][C:29]3[CH:34]=[CH:33][CH:32]=[CH:31][CH:30]=3)=[CH:5][C:4]=2[N:3]=1.[OH:35][N:36]1[C:40](=[O:41])[C:39]2=[CH:42][CH:43]=[CH:44][CH:45]=[C:38]2[C:37]1=[O:46].C(N(CC)CC)C.ClCCl. (3) Given the product [Cl:1][C:2]1[CH:7]=[C:6]([Cl:8])[CH:5]=[CH:4][C:3]=1[C@@H:9]1[N:10]=[C:11]([C:28]2[S:29][CH:30]=[CH:31][N:32]=2)[NH:12][C:13]([CH2:26][N:33]2[CH2:38][CH2:37][O:36][CH2:35][C@H:34]2[C:39]([OH:41])=[O:40])=[C:14]1[C:15]([O:17][C@H:18]([CH3:25])[C:19]([O:21][CH:22]([CH3:24])[CH3:23])=[O:20])=[O:16], predict the reactants needed to synthesize it. The reactants are: [Cl:1][C:2]1[CH:7]=[C:6]([Cl:8])[CH:5]=[CH:4][C:3]=1[C@H:9]1[C:14]([C:15]([O:17][C@H:18]([CH3:25])[C:19]([O:21][CH:22]([CH3:24])[CH3:23])=[O:20])=[O:16])=[C:13]([CH2:26]Br)[NH:12][C:11]([C:28]2[S:29][CH:30]=[CH:31][N:32]=2)=[N:10]1.[NH:33]1[CH2:38][CH2:37][O:36][CH2:35][C@H:34]1[C:39]([OH:41])=[O:40].C(=O)([O-])[O-].[K+].[K+]. (4) Given the product [C:34]([C:31]1[CH:30]=[CH:29][C:28]([C:27]([NH:26][CH2:25][CH:22]2[CH2:23][CH2:24][N:19]([C:18]3[C:13]4[CH:12]=[C:11]([C:39]5[CH:40]=[N:41][N:42]([CH3:44])[CH:43]=5)[NH:10][C:14]=4[N:15]=[CH:16][N:17]=3)[CH2:20][CH2:21]2)=[O:38])=[CH:33][CH:32]=1)([CH3:37])([CH3:35])[CH3:36], predict the reactants needed to synthesize it. The reactants are: C1(S([N:10]2[C:14]3[N:15]=[CH:16][N:17]=[C:18]([N:19]4[CH2:24][CH2:23][CH:22]([CH2:25][NH:26][C:27](=[O:38])[C:28]5[CH:33]=[CH:32][C:31]([C:34]([CH3:37])([CH3:36])[CH3:35])=[CH:30][CH:29]=5)[CH2:21][CH2:20]4)[C:13]=3[CH:12]=[C:11]2[C:39]2[CH:40]=[N:41][N:42]([CH3:44])[CH:43]=2)(=O)=O)C=CC=CC=1.CO.C(=O)([O-])[O-].[Cs+].[Cs+]. (5) Given the product [F:29][C:28]1[C:23]([O:22][CH2:21][CH2:20][CH2:19][N:18]([CH3:17])[CH3:32])=[CH:24][C:25]2[NH:31][C:15]([C:5]3[C:4]([N+:1]([O-:3])=[O:2])=[CH:8][N:7]([CH:9]4[CH2:14][CH2:13][CH2:12][CH2:11][O:10]4)[N:6]=3)=[N:30][C:26]=2[CH:27]=1, predict the reactants needed to synthesize it. The reactants are: [N+:1]([C:4]1[C:5]([CH:15]=O)=[N:6][N:7]([CH:9]2[CH2:14][CH2:13][CH2:12][CH2:11][O:10]2)[CH:8]=1)([O-:3])=[O:2].[CH3:17][N:18]([CH3:32])[CH2:19][CH2:20][CH2:21][O:22][C:23]1[CH:24]=[C:25]([NH2:31])[C:26]([NH2:30])=[CH:27][C:28]=1[F:29].